From a dataset of Full USPTO retrosynthesis dataset with 1.9M reactions from patents (1976-2016). Predict the reactants needed to synthesize the given product. (1) Given the product [Br:1][C:2]1[CH:3]=[C:4]([Cl:10])[CH:5]=[C:6]([CH:7]([OH:8])[CH2:12][C:11]#[N:13])[CH:9]=1, predict the reactants needed to synthesize it. The reactants are: [Br:1][C:2]1[CH:3]=[C:4]([Cl:10])[CH:5]=[C:6]([CH:9]=1)[CH:7]=[O:8].[C:11](#[N:13])[CH3:12]. (2) Given the product [CH3:17][O:18][N:19]=[CH:14][C:5]1[C:6](=[O:13])[N:7]([CH3:12])[C:8](=[O:11])[N:9]([CH3:10])[C:4]=1[S:3][CH2:1][CH3:2], predict the reactants needed to synthesize it. The reactants are: [CH2:1]([S:3][C:4]1[N:9]([CH3:10])[C:8](=[O:11])[N:7]([CH3:12])[C:6](=[O:13])[C:5]=1[CH:14]=O)[CH3:2].Cl.[CH3:17][O:18][NH2:19]. (3) Given the product [OH:4][C@H:5]1[CH2:10][O:9][CH2:8][C@@H:7]([C:11]([O:13][CH3:3])=[O:12])[CH2:6]1, predict the reactants needed to synthesize it. The reactants are: [N+](=[CH2:3])=[N-].[OH:4][C@H:5]1[CH2:10][O:9][CH2:8][C@@H:7]([C:11]([OH:13])=[O:12])[CH2:6]1. (4) Given the product [O:17]1[C:11]2=[CH:10][C:9]3[C:8]([C:25]4[CH:26]=[CH:21][N:22]=[C:23]([NH:27][CH:28]5[CH2:33][C:32]([CH3:35])([CH3:34])[NH:31][C:30]([CH3:37])([CH3:36])[CH2:29]5)[N:24]=4)=[CH:7][NH:6][C:14]=3[CH:13]=[C:12]2[O:15][CH2:16]1, predict the reactants needed to synthesize it. The reactants are: C([Si](C)(C)[N:6]1[C:14]2[CH:13]=[C:12]3[O:15][CH2:16][O:17][C:11]3=[CH:10][C:9]=2[CH:8]=[CH:7]1)(C)(C)C.Cl[C:21]1[CH:26]=[CH:25][N:24]=[C:23]([NH:27][CH:28]2[CH2:33][C:32]([CH3:35])([CH3:34])[NH:31][C:30]([CH3:37])([CH3:36])[CH2:29]2)[N:22]=1.CCCC[N+](CCCC)(CCCC)CCCC.[F-]. (5) Given the product [Cl:1][C:2]1[CH:7]=[CH:6][CH:5]=[C:4]([F:8])[C:3]=1[NH:9][C:10]1[NH:11][C:12]2[C:18]3[CH2:19][C:20]([CH3:22])([CH3:23])[O:21][C:17]=3[C:16]([C:24]([NH:38][C:37]3[CH:39]=[C:33]([CH:32]([F:31])[F:41])[CH:34]=[CH:35][C:36]=3[F:40])=[O:25])=[CH:15][C:13]=2[N:14]=1, predict the reactants needed to synthesize it. The reactants are: [Cl:1][C:2]1[CH:7]=[CH:6][CH:5]=[C:4]([F:8])[C:3]=1[NH:9][C:10]1[NH:11][C:12]2[C:18]3[CH2:19][C:20]([CH3:23])([CH3:22])[O:21][C:17]=3[C:16]([C:24](O)=[O:25])=[CH:15][C:13]=2[N:14]=1.S(Cl)(Cl)=O.[F:31][CH:32]([F:41])[C:33]1[CH:34]=[CH:35][C:36]([F:40])=[C:37]([CH:39]=1)[NH2:38].CCN(C(C)C)C(C)C. (6) Given the product [Cl:1][C:2]1[CH:7]=[C:6]([F:8])[CH:5]=[CH:4][C:3]=1[CH:9]([C:11]1[C:12]([CH3:31])=[N:13][N:14]([CH3:30])[C:15]=1[C:16]1[C:21]([F:22])=[CH:20][C:19]([O:23][CH2:24][CH2:25][CH:26]([CH3:28])[CH3:27])=[CH:18][C:17]=1[F:29])[OH:10], predict the reactants needed to synthesize it. The reactants are: [Cl:1][C:2]1[CH:7]=[C:6]([F:8])[CH:5]=[CH:4][C:3]=1[C:9]([C:11]1[C:12]([CH3:31])=[N:13][N:14]([CH3:30])[C:15]=1[C:16]1[C:21]([F:22])=[CH:20][C:19]([O:23][CH2:24][CH2:25][CH:26]([CH3:28])[CH3:27])=[CH:18][C:17]=1[F:29])=[O:10].[BH4-].[Na+]. (7) The reactants are: [OH:1][C:2]1[C:11]([N+:12]([O-:14])=[O:13])=[CH:10][CH:9]=[CH:8][C:3]=1[C:4]([O:6][CH3:7])=[O:5].[C:15]([O-])([O-])=O.[K+].[K+].IC.O. Given the product [CH3:15][O:1][C:2]1[C:11]([N+:12]([O-:14])=[O:13])=[CH:10][CH:9]=[CH:8][C:3]=1[C:4]([O:6][CH3:7])=[O:5], predict the reactants needed to synthesize it. (8) The reactants are: ClCCl.[Br:4][C:5]1[C:6]2[C:11]([C:12]3[CH2:17][N:16]([C@H:18]4[CH2:23][CH2:22][CH2:21][CH2:20][C@@H:19]4[OH:24])[C:15](=[O:25])[C:13]=3[CH:14]=1)=[N:10][CH2:9][CH2:8][CH:7]=2.N1C(C)=CC=CC=1C.FC(F)(F)S(O[Si:40]([C:43]([CH3:46])([CH3:45])[CH3:44])([CH3:42])[CH3:41])(=O)=O. Given the product [Br:4][C:5]1[CH:14]=[C:13]2[C:15](=[O:25])[N:16]([C@H:18]3[CH2:23][CH2:22][CH2:21][CH2:20][C@@H:19]3[O:24][Si:40]([C:43]([CH3:46])([CH3:45])[CH3:44])([CH3:42])[CH3:41])[CH2:17][C:12]2=[C:11]2[C:6]=1[CH:7]=[CH:8][CH:9]=[N:10]2, predict the reactants needed to synthesize it.